Dataset: Forward reaction prediction with 1.9M reactions from USPTO patents (1976-2016). Task: Predict the product of the given reaction. (1) Given the reactants [CH2:1]([O:8][C:9]1[CH:14]=[CH:13][C:12]([C:15]([C:17]2[C:25]3[C:20](=[C:21]([C:26]([F:29])([F:28])[F:27])[CH:22]=[CH:23][CH:24]=3)[NH:19][N:18]=2)=[O:16])=[CH:11][CH:10]=1)[C:2]1[CH:7]=[CH:6][CH:5]=[CH:4][CH:3]=1.[H-].[Na+].[CH:32]1(Br)[CH2:36][CH2:35][CH2:34][CH2:33]1, predict the reaction product. The product is: [CH2:1]([O:8][C:9]1[CH:10]=[CH:11][C:12]([C:15]([C:17]2[C:25]3[C:20](=[C:21]([C:26]([F:29])([F:27])[F:28])[CH:22]=[CH:23][CH:24]=3)[N:19]([CH:32]3[CH2:36][CH2:35][CH2:34][CH2:33]3)[N:18]=2)=[O:16])=[CH:13][CH:14]=1)[C:2]1[CH:7]=[CH:6][CH:5]=[CH:4][CH:3]=1. (2) Given the reactants [CH3:1][O:2][C:3]([C@H:5]1[CH2:10][CH2:9][C@H:8]([CH2:11][N:12]2[C:16]3=[N:17][C:18]([N:21]([CH2:23][CH2:24][N:25]([CH3:27])[CH3:26])[CH3:22])=[CH:19][CH:20]=[C:15]3[NH:14][C:13]2=[O:28])[CH2:7][CH2:6]1)=[O:4].[C:29]([O-])([O-])=O.[K+].[K+].CI, predict the reaction product. The product is: [CH3:1][O:2][C:3]([C@H:5]1[CH2:10][CH2:9][C@H:8]([CH2:11][N:12]2[C:16]3=[N:17][C:18]([N:21]([CH2:23][CH2:24][N:25]([CH3:27])[CH3:26])[CH3:22])=[CH:19][CH:20]=[C:15]3[N:14]([CH3:29])[C:13]2=[O:28])[CH2:7][CH2:6]1)=[O:4]. (3) Given the reactants [C:1]([NH:9][C:10]1[N:18]=[CH:17][N:16]=[C:15]2[C:11]=1[N:12]=[CH:13][N:14]2[CH:19]1[O:23][CH:22]([CH:24]=[CH:25][P:26]([O:30]C)([O:28]C)=[O:27])[CH:21]([O:32]C(=O)C2C=CC=CC=2)[CH:20]1[F:41])(=[O:8])[C:2]1[CH:7]=[CH:6][CH:5]=[CH:4][CH:3]=1.[N:42]1C(C)=CC=CC=1C.C[Si](Br)(C)C.C(N(CC)CC)C, predict the reaction product. The product is: [NH4+:9].[NH4+:42].[C:1]([NH:9][C:10]1[N:18]=[CH:17][N:16]=[C:15]2[C:11]=1[N:12]=[CH:13][N:14]2[CH:19]1[O:23][CH:22]([CH:24]=[CH:25][P:26](=[O:27])([O-:28])[O-:30])[CH:21]([OH:32])[CH:20]1[F:41])(=[O:8])[C:2]1[CH:7]=[CH:6][CH:5]=[CH:4][CH:3]=1. (4) Given the reactants O=[C:2]1[CH2:7][CH2:6][N:5]([C:8]([O:10][C:11]([CH3:14])([CH3:13])[CH3:12])=[O:9])[CH2:4][CH2:3]1.[CH3:15][O:16][C:17]1[CH:18]=[C:19]([CH:22]=[CH:23][C:24]=1[O:25][CH3:26])[CH2:20][NH2:21].C(O)(=O)C.[BH3-]C#N.[Na+], predict the reaction product. The product is: [CH3:15][O:16][C:17]1[CH:18]=[C:19]([CH2:20][NH:21][CH:2]2[CH2:7][CH2:6][N:5]([C:8]([O:10][C:11]([CH3:14])([CH3:13])[CH3:12])=[O:9])[CH2:4][CH2:3]2)[CH:22]=[CH:23][C:24]=1[O:25][CH3:26]. (5) Given the reactants [CH:1]1([C:4]2[N:9]3[N:10]=[CH:11][C:12]([C:13]#[CH:14])=[C:8]3[N:7]=[C:6]([C:15]3[CH:20]=[CH:19][C:18]([Cl:21])=[C:17]([Cl:22])[CH:16]=3)[CH:5]=2)[CH2:3][CH2:2]1.Br[C:24]1[C:25]([F:35])=[CH:26][C:27]([F:34])=[C:28]([S:30]([NH2:33])(=[O:32])=[O:31])[CH:29]=1, predict the reaction product. The product is: [CH:1]1([C:4]2[N:9]3[N:10]=[CH:11][C:12]([C:13]#[C:14][C:24]4[C:25]([F:35])=[CH:26][C:27]([F:34])=[C:28]([S:30]([NH2:33])(=[O:31])=[O:32])[CH:29]=4)=[C:8]3[N:7]=[C:6]([C:15]3[CH:20]=[CH:19][C:18]([Cl:21])=[C:17]([Cl:22])[CH:16]=3)[CH:5]=2)[CH2:3][CH2:2]1.